From a dataset of Reaction yield outcomes from USPTO patents with 853,638 reactions. Predict the reaction yield, written as a fraction of the theoretical maximum amount of product (1.0 means a 100% yield; for example, 0.34 means a 34% yield). (1) The catalyst is C(Cl)Cl. The product is [CH2:10]([N:4]1[CH2:5][CH:24]([C:19]2[CH:20]=[CH:21][CH:22]=[CH:23][C:18]=2[CH3:17])[CH:25]([N+:26]([O-:28])=[O:27])[CH2:3]1)[C:11]1[CH:16]=[CH:15][CH:14]=[CH:13][CH:12]=1. The yield is 0.210. The reactants are CO[CH2:3][N:4]([CH2:10][C:11]1[CH:16]=[CH:15][CH:14]=[CH:13][CH:12]=1)[CH2:5][Si](C)(C)C.[CH3:17][C:18]1[CH:23]=[CH:22][CH:21]=[CH:20][C:19]=1/[CH:24]=[CH:25]/[N+:26]([O-:28])=[O:27].FC(F)(F)C(O)=O. (2) The reactants are C[O:2][C:3]([CH:5]1[CH2:9][CH2:8][CH2:7][N:6]1[C:10]([O:12][C:13]([CH3:16])([CH3:15])[CH3:14])=[O:11])=O.CC(C[AlH]CC(C)C)C.CO.C(O)(=O)CC(CC(O)=O)(C(O)=O)O. The catalyst is C1(C)C=CC=CC=1. The product is [C:13]([O:12][C:10]([N:6]1[CH2:7][CH2:8][CH2:9][CH:5]1[CH:3]=[O:2])=[O:11])([CH3:16])([CH3:15])[CH3:14]. The yield is 0.960. (3) The reactants are [CH:1]([C:4]1[CH:9]=[CH:8][C:7]([C:10]2[C:14]3[C:15]([CH3:22])=[C:16]([NH2:21])[C:17]([CH3:20])=[C:18]([CH3:19])[C:13]=3[O:12][C:11]=2[CH3:23])=[CH:6][CH:5]=1)([CH3:3])[CH3:2].[CH3:24][O:25][C:26]1[CH:34]=[CH:33][C:29]([C:30](Cl)=[O:31])=[CH:28][CH:27]=1. No catalyst specified. The product is [CH:1]([C:4]1[CH:9]=[CH:8][C:7]([C:10]2[C:14]3[C:15]([CH3:22])=[C:16]([NH:21][C:30](=[O:31])[C:29]4[CH:33]=[CH:34][C:26]([O:25][CH3:24])=[CH:27][CH:28]=4)[C:17]([CH3:20])=[C:18]([CH3:19])[C:13]=3[O:12][C:11]=2[CH3:23])=[CH:6][CH:5]=1)([CH3:3])[CH3:2]. The yield is 0.490. (4) The reactants are [OH:1][CH2:2][C:3]([CH3:19])([CH3:18])[CH2:4][NH:5][C:6]([NH:8][CH2:9][C:10]1[CH:15]=[CH:14][C:13]([O:16][CH3:17])=[CH:12][CH:11]=1)=[O:7].[NH2:20][C:21]1[CH:28]=[CH:27][CH:26]=[C:25](F)[C:22]=1[C:23]#[N:24]. No catalyst specified. The product is [NH2:20][C:21]1[C:22]([C:23]#[N:24])=[C:25]([CH:26]=[CH:27][CH:28]=1)[O:1][CH2:2][C:3]([CH3:19])([CH3:18])[CH2:4][NH:5][C:6]([NH:8][CH2:9][C:10]1[CH:11]=[CH:12][C:13]([O:16][CH3:17])=[CH:14][CH:15]=1)=[O:7]. The yield is 0.600. (5) The reactants are P12(SP3(SP(SP(S3)(S1)=S)(=S)S2)=S)=[S:2].C([O-])([O-])=O.[Na+].[Na+].[CH3:21][O:22][C:23](=[O:46])[CH2:24][C@@H:25]1[N:31]=[C:30]([C:32]2[CH:37]=[CH:36][C:35]([Cl:38])=[CH:34][CH:33]=2)[C:29]2[CH:39]=[C:40]([O:43][CH3:44])[CH:41]=[CH:42][C:28]=2[NH:27][C:26]1=O. The catalyst is ClCCCl. The product is [CH3:21][O:22][C:23](=[O:46])[CH2:24][C@@H:25]1[N:31]=[C:30]([C:32]2[CH:37]=[CH:36][C:35]([Cl:38])=[CH:34][CH:33]=2)[C:29]2[CH:39]=[C:40]([O:43][CH3:44])[CH:41]=[CH:42][C:28]=2[NH:27][C:26]1=[S:2]. The yield is 0.980.